From a dataset of Forward reaction prediction with 1.9M reactions from USPTO patents (1976-2016). Predict the product of the given reaction. (1) Given the reactants Cl.Cl.[Cl:3][C:4]1[CH:5]=[C:6]([NH2:18])[C:7]([NH2:17])=[CH:8][C:9]=1[N:10]1[CH2:14][CH2:13][C:12]([F:16])([F:15])[CH2:11]1.[Cl:19][C:20]1[CH:33]=[CH:32][C:23]([CH2:24][NH:25][C:26](=[O:31])[C:27]([CH3:30])([CH3:29])[CH3:28])=[CH:22][C:21]=1[N:34]=[C:35]=S.CCN(C(C)C)C(C)C, predict the reaction product. The product is: [Cl:19][C:20]1[CH:33]=[CH:32][C:23]([CH2:24][NH:25][C:26](=[O:31])[C:27]([CH3:30])([CH3:29])[CH3:28])=[CH:22][C:21]=1[NH:34][C:35]1[NH:18][C:6]2[CH:5]=[C:4]([Cl:3])[C:9]([N:10]3[CH2:14][CH2:13][C:12]([F:16])([F:15])[CH2:11]3)=[CH:8][C:7]=2[N:17]=1. (2) Given the reactants [CH3:1][N:2]([CH3:27])[C:3]1[CH:8]=[C:7]([N:9]2[CH2:14][CH2:13][CH:12]([N:15](C)[C:16](=O)OCC3C=CC=CC=3)[CH2:11][CH2:10]2)[CH:6]=[CH:5][N:4]=1, predict the reaction product. The product is: [CH3:1][N:2]([CH3:27])[C:3]1[CH:8]=[C:7]([N:9]2[CH2:10][CH2:11][CH:12]([NH:15][CH3:16])[CH2:13][CH2:14]2)[CH:6]=[CH:5][N:4]=1.